From a dataset of Catalyst prediction with 721,799 reactions and 888 catalyst types from USPTO. Predict which catalyst facilitates the given reaction. (1) Reactant: [NH2:1][C:2]1[C:7]([C:8]#[N:9])=[C:6]([C:10]2[N:11]=[C:12]([Br:15])[S:13][CH:14]=2)[C:5]([C:16]#[N:17])=[C:4]([SH:18])[N:3]=1.Cl[CH2:20][C:21]1[N:22]=[C:23]([C:26]2[CH:31]=[CH:30][C:29]([Cl:32])=[CH:28][CH:27]=2)[S:24][CH:25]=1.C(=O)(O)[O-].[Na+].O. Product: [NH2:1][C:2]1[C:7]([C:8]#[N:9])=[C:6]([C:10]2[N:11]=[C:12]([Br:15])[S:13][CH:14]=2)[C:5]([C:16]#[N:17])=[C:4]([S:18][CH2:20][C:21]2[N:22]=[C:23]([C:26]3[CH:31]=[CH:30][C:29]([Cl:32])=[CH:28][CH:27]=3)[S:24][CH:25]=2)[N:3]=1. The catalyst class is: 3. (2) Reactant: [OH:1][C:2]1[C:7](=[O:8])[CH:6]=[CH:5][N:4]([CH3:9])[C:3]=1[CH3:10].[N+:11]([C:14]1[CH:19]=[C:18]([N+:20]([O-:22])=[O:21])[CH:17]=[CH:16][C:15]=1[S:23](Cl)(=[O:25])=[O:24])([O-:13])=[O:12]. Product: [N+:11]([C:14]1[CH:19]=[C:18]([N+:20]([O-:22])=[O:21])[CH:17]=[CH:16][C:15]=1[S:23]([O:1][C:2]1[C:7](=[O:8])[CH:6]=[CH:5][N:4]([CH3:9])[C:3]=1[CH3:10])(=[O:25])=[O:24])([O-:13])=[O:12]. The catalyst class is: 17.